Predict which catalyst facilitates the given reaction. From a dataset of Catalyst prediction with 721,799 reactions and 888 catalyst types from USPTO. Reactant: [F:1][C:2]1[CH:3]=[C:4]([C:13]2[N:18]=[CH:17][N:16]=[C:15]([C:19]#[N:20])[CH:14]=2)[CH:5]=[CH:6][C:7]=1[O:8][C:9]([F:12])([F:11])[F:10].[ClH:21]. Product: [ClH:21].[F:1][C:2]1[CH:3]=[C:4]([C:13]2[N:18]=[CH:17][N:16]=[C:15]([CH2:19][NH2:20])[CH:14]=2)[CH:5]=[CH:6][C:7]=1[O:8][C:9]([F:11])([F:10])[F:12]. The catalyst class is: 43.